Dataset: Full USPTO retrosynthesis dataset with 1.9M reactions from patents (1976-2016). Task: Predict the reactants needed to synthesize the given product. (1) Given the product [I:1][C:2]1[CH:7]=[C:6]([OH:8])[CH:5]=[C:4]([O:9][CH:11]([CH3:13])[CH3:12])[CH:3]=1, predict the reactants needed to synthesize it. The reactants are: [I:1][C:2]1[CH:3]=[C:4]([OH:9])[CH:5]=[C:6]([OH:8])[CH:7]=1.Br[CH:11]([CH3:13])[CH3:12].C(=O)([O-])[O-].[K+].[K+].CN(C=O)C. (2) Given the product [CH2:12]([CH:11]([N:8]1[CH:7]=[N:6][C:5]2[C:9]1=[N:10][C:2]([NH:27][C:28]1[CH:29]=[CH:30][C:31]([N:34]3[CH2:35][CH2:36][N:37]([C:40](=[O:42])[CH3:41])[CH2:38][CH2:39]3)=[CH:32][CH:33]=1)=[N:3][CH:4]=2)[CH2:14][CH3:15])[CH3:13], predict the reactants needed to synthesize it. The reactants are: Cl[C:2]1[N:10]=[C:9]2[C:5]([N:6]=[CH:7][N:8]2[CH:11]([CH2:14][CH3:15])[CH2:12][CH3:13])=[CH:4][N:3]=1.CC1C=CC(S(O)(=O)=O)=CC=1.[NH2:27][C:28]1[CH:33]=[CH:32][C:31]([N:34]2[CH2:39][CH2:38][N:37]([C:40](=[O:42])[CH3:41])[CH2:36][CH2:35]2)=[CH:30][CH:29]=1. (3) Given the product [CH2:59]([C@H:46]1[CH2:47][O:48][C:49](=[O:50])[N:51]1[C:27](=[O:29])[CH2:26][CH2:25][C@@H:12]1[CH2:11][CH2:10][C@@H:9]([O:8][CH2:7][C:6]2[CH:5]=[CH:4][C:3]([O:2][CH3:1])=[CH:31][CH:30]=2)[CH2:14][N:13]1[S:15]([C:18]1[CH:23]=[CH:22][C:21]([CH3:24])=[CH:20][CH:19]=1)(=[O:16])=[O:17])[C:60]1[CH:42]=[CH:40][CH:43]=[CH:62][CH:61]=1, predict the reactants needed to synthesize it. The reactants are: [CH3:1][O:2][C:3]1[CH:31]=[CH:30][C:6]([CH2:7][O:8][C@H:9]2[CH2:14][N:13]([S:15]([C:18]3[CH:23]=[CH:22][C:21]([CH3:24])=[CH:20][CH:19]=3)(=[O:17])=[O:16])[C@H:12]([CH2:25][CH2:26][C:27]([OH:29])=O)[CH2:11][CH2:10]2)=[CH:5][CH:4]=1.C(N(CC)CC)C.C(Cl)(=O)[C:40]([CH3:43])([CH3:42])C.[CH2:46]1[N:51](CC2C=CC=CC=2)[C:49](=[O:50])[O:48][CH2:47]1.[CH2:59]([Li])[CH2:60][CH2:61][CH3:62]. (4) The reactants are: [I-].[Li+].C([O:5][C:6](=[O:33])[C:7]1[C:12]([CH3:13])=[CH:11][C:10]([CH2:14][N:15]2[C:23]3[C:18](=[CH:19][C:20]([Cl:24])=[CH:21][CH:22]=3)[C:17]([CH3:25])=[C:16]2[C:26]2[CH:27]=[N:28][CH:29]=[CH:30][CH:31]=2)=[CH:9][C:8]=1[CH3:32])C.Cl. Given the product [NH4+:15].[OH-:5].[CH3:13][C:12]1[CH:11]=[C:10]([CH2:14][N:15]2[C:23]3[C:18](=[CH:19][C:20]([Cl:24])=[CH:21][CH:22]=3)[C:17]([CH3:25])=[C:16]2[C:26]2[CH:27]=[N:28][CH:29]=[CH:30][CH:31]=2)[CH:9]=[C:8]([CH3:32])[C:7]=1[C:6]([OH:33])=[O:5], predict the reactants needed to synthesize it.